From a dataset of Catalyst prediction with 721,799 reactions and 888 catalyst types from USPTO. Predict which catalyst facilitates the given reaction. (1) Reactant: [Li+].CC([N-]C(C)C)C.[N:9]1[CH:14]=[CH:13][CH:12]=[C:11]([CH3:15])[CH:10]=1.[Br:16][CH2:17][CH2:18][CH2:19][CH2:20][CH2:21][CH2:22][CH2:23][CH2:24][CH2:25][CH2:26][CH2:27]Br.[NH4+].[Cl-]. Product: [N:9]1[CH:14]=[CH:13][CH:12]=[C:11]([CH2:15][CH2:27][CH2:26][CH2:25][CH2:24][CH2:23][CH2:22][CH2:21][CH2:20][CH2:19][CH2:18][CH2:17][Br:16])[CH:10]=1. The catalyst class is: 1. (2) Reactant: [Cl:1][C:2]1[CH:7]=[C:6]([CH3:8])[CH:5]=[CH:4][N:3]=1.OO.C([O-])([O-])=[O:12].[Na+].[Na+]. Product: [Cl:1][C:2]1[CH:7]=[C:6]([CH3:8])[CH:5]=[CH:4][N+:3]=1[O-:12]. The catalyst class is: 15. (3) Reactant: C(N(CC)CC)C.Cl[C:9]1[N:14]=[C:13]([C:15]([O:17][CH2:18][CH3:19])=[O:16])[CH:12]=[C:11](Cl)[N:10]=1. Product: [N:10]1[CH:11]=[CH:12][C:13]([C:15]([O:17][CH2:18][CH3:19])=[O:16])=[N:14][CH:9]=1. The catalyst class is: 457. (4) Reactant: [C:1]([CH2:3][C:4]1[CH:5]=[C:6]([C:9]([O:11][CH2:12][CH3:13])=[O:10])[NH:7][CH:8]=1)#[N:2].N. Product: [NH2:2][CH2:1][CH2:3][C:4]1[CH:5]=[C:6]([C:9]([O:11][CH2:12][CH3:13])=[O:10])[NH:7][CH:8]=1. The catalyst class is: 458. (5) Reactant: [CH3:1][C:2]1([CH3:16])[O:6][C@@H:5]([CH2:7][CH2:8]OS(C)(=O)=O)[C:4]([CH3:15])([CH3:14])[O:3]1.[N-:17]=[N+:18]=[N-:19].[Na+]. Product: [N:17]([CH2:8][CH2:7][C@@H:5]1[O:6][C:2]([CH3:16])([CH3:1])[O:3][C:4]1([CH3:15])[CH3:14])=[N+:18]=[N-:19]. The catalyst class is: 9. (6) Reactant: [CH2:1]([O:3][C:4](=[O:20])[CH2:5][C:6]1[N:7]=[N:8][N:9]([C:11]([CH3:19])([C:13]2[CH:18]=[CH:17][CH:16]=[CH:15][CH:14]=2)[CH3:12])[N:10]=1)[CH3:2].C[Si]([N-][Si](C)(C)C)(C)C.[Na+].C1C(=O)N([Br:38])C(=O)C1. Product: [CH2:1]([O:3][C:4](=[O:20])[CH:5]([Br:38])[C:6]1[N:7]=[N:8][N:9]([C:11]([CH3:19])([C:13]2[CH:14]=[CH:15][CH:16]=[CH:17][CH:18]=2)[CH3:12])[N:10]=1)[CH3:2]. The catalyst class is: 1. (7) Reactant: [C:1]([NH:8][CH2:9][CH2:10][NH2:11])([O:3][C:4]([CH3:7])([CH3:6])[CH3:5])=[O:2].[F:12][C:13]([F:20])([F:19])[C:14](OCC)=[O:15]. Product: [F:12][C:13]([F:20])([F:19])[C:14]([NH:11][CH2:10][CH2:9][NH:8][C:1](=[O:2])[O:3][C:4]([CH3:5])([CH3:6])[CH3:7])=[O:15]. The catalyst class is: 1. (8) The catalyst class is: 163. Product: [CH3:15][C:13]1[CH:14]=[C:9]([CH:10]=[CH:11][C:12]=1[N+:16]([O-:18])=[O:17])[O:1][C:2]1[CH:3]=[N:4][CH:5]=[CH:6][CH:7]=1. Reactant: [OH:1][C:2]1[CH:3]=[N:4][CH:5]=[CH:6][CH:7]=1.F[C:9]1[CH:10]=[CH:11][C:12]([N+:16]([O-:18])=[O:17])=[C:13]([CH3:15])[CH:14]=1.